From a dataset of Forward reaction prediction with 1.9M reactions from USPTO patents (1976-2016). Predict the product of the given reaction. Given the reactants [CH3:1][N:2]1[CH:6]=[C:5]([C:7]2[S:15][C:14]3[C:13]([C:16]4[CH2:17][CH2:18][NH:19][CH2:20][CH:21]=4)=[N:12][CH:11]=[N:10][C:9]=3[CH:8]=2)[C:4]([CH3:22])=[N:3]1.[F:23][C:24]1[CH:29]=[CH:28][C:27]([C@@H:30]([N:32]=[C:33]=[O:34])[CH3:31])=[CH:26][CH:25]=1.C(N(CC)CC)C, predict the reaction product. The product is: [CH3:1][N:2]1[CH:6]=[C:5]([C:7]2[S:15][C:14]3[C:13]([CH:16]4[CH2:17][CH2:18][N:19]([C:33]([NH:32][C@H:30]([C:27]5[CH:26]=[CH:25][C:24]([F:23])=[CH:29][CH:28]=5)[CH3:31])=[O:34])[CH2:20][CH2:21]4)=[N:12][CH:11]=[N:10][C:9]=3[CH:8]=2)[C:4]([CH3:22])=[N:3]1.